From a dataset of Full USPTO retrosynthesis dataset with 1.9M reactions from patents (1976-2016). Predict the reactants needed to synthesize the given product. (1) Given the product [NH2:1][C:2]1[C:3]([C:9]([NH:12][C:13]2[CH:14]=[N:15][CH:16]=[CH:17][CH:18]=2)=[O:11])=[N:4][C:5]([Br:8])=[CH:6][N:7]=1, predict the reactants needed to synthesize it. The reactants are: [NH2:1][C:2]1[C:3]([C:9]([OH:11])=O)=[N:4][C:5]([Br:8])=[CH:6][N:7]=1.[NH2:12][C:13]1[CH:14]=[N:15][CH:16]=[CH:17][CH:18]=1.CN(C(ON1N=NC2C=CC=NC1=2)=[N+](C)C)C.F[P-](F)(F)(F)(F)F. (2) Given the product [CH:1]1([O:5][C:6]2[CH:7]=[C:8]([C:16]3[N:25]([CH2:26][O:27][CH2:28][CH2:29][Si:30]([CH3:33])([CH3:32])[CH3:31])[C:19]4[CH:20]=[N:21][NH:22][C:23](=[O:24])[C:18]=4[C:17]=3[I:45])[CH:9]=[CH:10][C:11]=2[O:12][CH:13]([F:14])[F:15])[CH2:2][CH2:3][CH2:4]1, predict the reactants needed to synthesize it. The reactants are: [CH:1]1([O:5][C:6]2[CH:7]=[C:8]([C:16]3[N:25]([CH2:26][O:27][CH2:28][CH2:29][Si:30]([CH3:33])([CH3:32])[CH3:31])[C:19]4[CH:20]=[N:21][NH:22][C:23](=[O:24])[C:18]=4[CH:17]=3)[CH:9]=[CH:10][C:11]=2[O:12][CH:13]([F:15])[F:14])[CH2:4][CH2:3][CH2:2]1.C(=O)([O-])O.[Na+].S([O-])([O-])(=O)=O.[Mg+2].[I:45]Cl. (3) Given the product [CH2:6]([N:8]([CH2:9][CH3:10])[C:3](=[O:4])[CH2:2][N:11]([C:12]1[CH:17]=[CH:16][CH:15]=[CH:14][CH:13]=1)[S:24]([C:20]1[CH:19]=[C:18]([CH3:28])[CH:23]=[CH:22][CH:21]=1)(=[O:26])=[O:25])[CH3:7], predict the reactants needed to synthesize it. The reactants are: Br[CH2:2][C:3](Br)=[O:4].[CH2:6]([NH:8][CH2:9][CH3:10])[CH3:7].[NH2:11][C:12]1[CH:17]=[CH:16][CH:15]=[CH:14][CH:13]=1.[C:18]1([CH3:28])[CH:23]=[CH:22][CH:21]=[C:20]([S:24](Cl)(=[O:26])=[O:25])[CH:19]=1. (4) Given the product [CH:21]1([N:13]2[CH2:12][C:11]3([CH2:17][CH2:16][CH2:15][CH2:14]3)[S:10][C:9]2=[N:8][C:5]2[CH:6]=[CH:7][C:2]([I:1])=[CH:3][C:4]=2[CH:18]([CH3:20])[CH3:19])[CH2:25][CH2:24][CH2:23][CH2:22]1, predict the reactants needed to synthesize it. The reactants are: [I:1][C:2]1[CH:7]=[CH:6][C:5]([N:8]=[C:9]2[NH:13][CH2:12][C:11]3([CH2:17][CH2:16][CH2:15][CH2:14]3)[S:10]2)=[C:4]([CH:18]([CH3:20])[CH3:19])[CH:3]=1.[CH:21]1(Br)[CH2:25][CH2:24][CH2:23][CH2:22]1.